From a dataset of Forward reaction prediction with 1.9M reactions from USPTO patents (1976-2016). Predict the product of the given reaction. (1) Given the reactants Cl[C:2]1[N:3]=[CH:4][C:5]2[N:11]([CH3:12])[C:10](=[O:13])[C:9]3([CH2:15][CH2:14]3)[CH2:8][N:7]([CH:16]3[CH2:20][CH2:19][CH2:18][CH2:17]3)[C:6]=2[N:21]=1.[NH2:22][C:23]1[CH:47]=[CH:46][C:26]([C:27]([NH:29][C@H:30]2[CH2:35][CH2:34][C@H:33]([N:36]3[CH2:41][CH2:40][N:39]([CH2:42][CH:43]4[CH2:45][CH2:44]4)[CH2:38][CH2:37]3)[CH2:32][CH2:31]2)=[O:28])=[CH:25][C:24]=1[O:48][CH3:49].C(O)(C(F)(F)F)=O, predict the reaction product. The product is: [CH:16]1([N:7]2[CH2:8][C:9]3([CH2:15][CH2:14]3)[C:10](=[O:13])[N:11]([CH3:12])[C:5]3[CH:4]=[N:3][C:2]([NH:22][C:23]4[CH:47]=[CH:46][C:26]([C:27]([NH:29][C@H:30]5[CH2:31][CH2:32][C@H:33]([N:36]6[CH2:41][CH2:40][N:39]([CH2:42][CH:43]7[CH2:45][CH2:44]7)[CH2:38][CH2:37]6)[CH2:34][CH2:35]5)=[O:28])=[CH:25][C:24]=4[O:48][CH3:49])=[N:21][C:6]2=3)[CH2:20][CH2:19][CH2:18][CH2:17]1. (2) Given the reactants [CH3:1][N:2]1[C:11]2[C:6](=[CH:7][CH:8]=[CH:9][CH:10]=2)[C:5](=[O:12])[N:4]([CH2:13][C@H:14]2[CH2:19][CH2:18][C@H:17]([C:20]([N:22]3[CH2:27][CH2:26][NH:25][CH2:24][CH2:23]3)=[O:21])[CH2:16][CH2:15]2)[C:3]1=[O:28].CCN(CC)CC.[C:36](Cl)(=[O:40])[CH2:37][CH2:38][CH3:39], predict the reaction product. The product is: [C:36]([N:25]1[CH2:26][CH2:27][N:22]([C:20]([C@H:17]2[CH2:18][CH2:19][C@H:14]([CH2:13][N:4]3[C:5](=[O:12])[C:6]4[C:11](=[CH:10][CH:9]=[CH:8][CH:7]=4)[N:2]([CH3:1])[C:3]3=[O:28])[CH2:15][CH2:16]2)=[O:21])[CH2:23][CH2:24]1)(=[O:40])[CH2:37][CH2:38][CH3:39].